Task: Predict the product of the given reaction.. Dataset: Forward reaction prediction with 1.9M reactions from USPTO patents (1976-2016) Given the reactants [NH2:1][CH2:2][CH2:3][CH2:4][CH2:5][C:6]1[CH:22]=[CH:21][C:9]([O:10][CH2:11][C:12]([NH:14][C:15]2[CH:20]=[CH:19][CH:18]=[CH:17][CH:16]=2)=[O:13])=[CH:8][CH:7]=1.C(N(CC)CC)C.I.[NH2:31][C:32]1[C:33]([C:40]([NH:42][C:43](=[NH:46])SC)=[O:41])=[N:34][C:35]([Cl:39])=[C:36]([NH2:38])[N:37]=1, predict the reaction product. The product is: [NH2:31][C:32]1[C:33]([C:40]([N:42]=[C:43]([NH2:46])[NH:1][CH2:2][CH2:3][CH2:4][CH2:5][C:6]2[CH:22]=[CH:21][C:9]([O:10][CH2:11][C:12]([NH:14][C:15]3[CH:16]=[CH:17][CH:18]=[CH:19][CH:20]=3)=[O:13])=[CH:8][CH:7]=2)=[O:41])=[N:34][C:35]([Cl:39])=[C:36]([NH2:38])[N:37]=1.